Dataset: Full USPTO retrosynthesis dataset with 1.9M reactions from patents (1976-2016). Task: Predict the reactants needed to synthesize the given product. (1) Given the product [CH3:22][C:14]1[CH:15]=[C:16]([CH:17]=[CH:18][CH:19]=1)[CH2:20][N:4]1[CH2:5][CH2:6][N:1]([C:7]2[N:12]=[CH:11][NH:10][C:9](=[O:13])[CH:8]=2)[CH2:2][CH2:3]1, predict the reactants needed to synthesize it. The reactants are: [N:1]1([C:7]2[N:12]=[CH:11][NH:10][C:9](=[O:13])[CH:8]=2)[CH2:6][CH2:5][NH:4][CH2:3][CH2:2]1.[C:14]1([CH3:22])[CH:19]=[CH:18][CH:17]=[C:16]([CH:20]=O)[CH:15]=1. (2) Given the product [ClH:16].[Cl:16][C:13]1[CH:14]=[CH:15][C:10]([C@@H:9]2[O:8][CH2:7][CH2:6][NH:5][CH2:4][C@H:3]2[CH2:2][NH:1][C:33](=[O:34])[CH2:32][N:27]2[CH:28]=[CH:29][CH:30]=[CH:31][C:26]2=[O:25])=[CH:11][C:12]=1[F:17], predict the reactants needed to synthesize it. The reactants are: [NH2:1][CH2:2][C@H:3]1[C@H:9]([C:10]2[CH:15]=[CH:14][C:13]([Cl:16])=[C:12]([F:17])[CH:11]=2)[O:8][CH2:7][CH2:6][N:5](C(OC(C)(C)C)=O)[CH2:4]1.[O:25]=[C:26]1[CH:31]=[CH:30][CH:29]=[CH:28][N:27]1[CH2:32][C:33](O)=[O:34]. (3) Given the product [I:14][C:11]1[CH:12]=[C:13]2[C:8](=[CH:9][CH:10]=1)[NH:7][CH:6]=[C:5]([C:15]#[N:16])[C:4]2=[O:17], predict the reactants needed to synthesize it. The reactants are: C(O[C:4](=[O:17])/[C:5](/[C:15]#[N:16])=[CH:6]\[NH:7][C:8]1[CH:13]=[CH:12][C:11]([I:14])=[CH:10][CH:9]=1)C.C(OC(=O)/C(/C#N)=C/NC1C=CC(I)=CC=1)C.CCOCC. (4) The reactants are: [CH3:1][O:2][C:3]1[CH:4]=[C:5]([NH2:15])[CH:6]=[CH:7][C:8]=1[N:9]1[CH:13]=[C:12]([CH3:14])[N:11]=[CH:10]1.[CH2:16]([O:23][C:24](=[O:36])[CH2:25][N:26]([C:28]1[CH:33]=[C:32]([CH3:34])[N:31]=[C:30](Cl)[N:29]=1)[CH3:27])[C:17]1[CH:22]=[CH:21][CH:20]=[CH:19][CH:18]=1.C(=O)([O-])[O-].[K+].[K+]. Given the product [CH2:16]([O:23][C:24](=[O:36])[CH2:25][N:26]([C:28]1[CH:33]=[C:32]([CH3:34])[N:31]=[C:30]([NH:15][C:5]2[CH:6]=[CH:7][C:8]([N:9]3[CH:13]=[C:12]([CH3:14])[N:11]=[CH:10]3)=[C:3]([O:2][CH3:1])[CH:4]=2)[N:29]=1)[CH3:27])[C:17]1[CH:22]=[CH:21][CH:20]=[CH:19][CH:18]=1, predict the reactants needed to synthesize it. (5) Given the product [N+:1]([C:4]1[CH:5]=[N:6][N:7]([CH2:16][CH2:17][O:18][C:19]2[CH:24]=[CH:23][CH:22]=[CH:21][CH:20]=2)[CH:8]=1)([O-:3])=[O:2], predict the reactants needed to synthesize it. The reactants are: [N+:1]([C:4]1[CH:5]=[N:6][NH:7][CH:8]=1)([O-:3])=[O:2].C([O-])([O-])=O.[Cs+].[Cs+].Br[CH2:16][CH2:17][O:18][C:19]1[CH:24]=[CH:23][CH:22]=[CH:21][CH:20]=1. (6) Given the product [ClH:38].[NH2:12][CH:11]1[CH:7]2[CH:8]1[O:9][C:10]1[C:2]([CH3:1])=[CH:3][C:4]([O:20][C:21]3[CH:22]=[CH:23][N:24]=[C:25]4[C:30]=3[CH2:29][CH2:28][C:27](=[O:31])[NH:26]4)=[CH:5][C:6]=12, predict the reactants needed to synthesize it. The reactants are: [CH3:1][C:2]1[C:10]2[O:9][CH:8]3[CH:11]([NH:12]C(=O)OC(C)(C)C)[CH:7]3[C:6]=2[CH:5]=[C:4]([O:20][C:21]2[C:30]3[CH2:29][CH2:28][C:27](=[O:31])[NH:26][C:25]=3[N:24]=[CH:23][CH:22]=2)[CH:3]=1.CCOC(C)=O.[ClH:38].